From a dataset of Catalyst prediction with 721,799 reactions and 888 catalyst types from USPTO. Predict which catalyst facilitates the given reaction. (1) Reactant: [CH3:1][C:2]1[C:6]([C:7]2[CH:8]=[C:9]([CH:26]([C:28]3[CH:33]=[CH:32][C:31]([F:34])=[CH:30][N:29]=3)[OH:27])[C:10]3[N:14]=[C:13]([O:15][CH2:16][CH3:17])[N:12]([C:18]([O:20][C:21]([CH3:24])([CH3:23])[CH3:22])=[O:19])[C:11]=3[CH:25]=2)=[C:5]([CH3:35])[O:4][N:3]=1.CC(OI1(OC(C)=O)(OC(C)=O)OC(=O)C2C=CC=CC1=2)=O.C(N(CC)C(C)C)(C)C.C(OC(OC(C)(C)C)=O)(OC(C)(C)C)=O. Product: [CH3:1][C:2]1[C:6]([C:7]2[CH:8]=[C:9]([C:26](=[O:27])[C:28]3[CH:33]=[CH:32][C:31]([F:34])=[CH:30][N:29]=3)[C:10]3[N:14]=[C:13]([O:15][CH2:16][CH3:17])[N:12]([C:18]([O:20][C:21]([CH3:23])([CH3:24])[CH3:22])=[O:19])[C:11]=3[CH:25]=2)=[C:5]([CH3:35])[O:4][N:3]=1. The catalyst class is: 112. (2) Reactant: [CH2:1]([O:8][C:9]1[CH:17]=[CH:16][C:12]([C:13]([OH:15])=[O:14])=[CH:11][CH:10]=1)[CH2:2][CH2:3][CH2:4][CH2:5][CH2:6][CH3:7].C(Cl)(=O)C(Cl)=O.O[C:25]1[CH:32]=[CH:31][C:28]([CH:29]=[O:30])=[C:27]([O:33][CH3:34])[CH:26]=1. Product: [CH2:1]([O:8][C:9]1[CH:17]=[CH:16][C:12]([C:13]([O:15][C:25]2[CH:32]=[CH:31][C:28]([CH:29]=[O:30])=[C:27]([O:33][CH3:34])[CH:26]=2)=[O:14])=[CH:11][CH:10]=1)[CH2:2][CH2:3][CH2:4][CH2:5][CH2:6][CH3:7]. The catalyst class is: 59.